From a dataset of Full USPTO retrosynthesis dataset with 1.9M reactions from patents (1976-2016). Predict the reactants needed to synthesize the given product. (1) Given the product [Cl:20][C:21]1[N:26]=[C:25]2[C:24]([N:34]([CH2:35][C:36]3[CH:41]=[CH:40][C:39]([O:42][CH3:43])=[CH:38][C:37]=3[O:44][CH3:45])[C:2](=[O:4])[N:27]2[CH:28]2[CH2:33][CH2:32][O:31][CH2:30][CH2:29]2)=[CH:23][N:22]=1, predict the reactants needed to synthesize it. The reactants are: Cl[C:2](Cl)([O:4]C(=O)OC(Cl)(Cl)Cl)Cl.C(N(CC)CC)C.[Cl:20][C:21]1[N:26]=[C:25]([NH:27][CH:28]2[CH2:33][CH2:32][O:31][CH2:30][CH2:29]2)[C:24]([NH:34][CH2:35][C:36]2[CH:41]=[CH:40][C:39]([O:42][CH3:43])=[CH:38][C:37]=2[O:44][CH3:45])=[CH:23][N:22]=1.C(=O)([O-])O.[Na+]. (2) Given the product [OH2:2].[C:23]([OH:30])(=[O:29])/[CH:24]=[CH:25]/[C:26]([OH:28])=[O:27].[O:28]1[C:26]2[C:25]3[CH:24]=[CH:23][O:30][C:10]=3[CH:9]=[CH:14][C:1]=2[O:4][CH2:11][C@@H:12]1[CH2:13][NH:22][CH2:21][CH:18]1[CH2:19][CH2:20][N:15]([C:10]2[CH:11]=[CH:12][CH:13]=[CH:14][C:9]=2[O:8][CH3:7])[CH2:16][CH2:17]1, predict the reactants needed to synthesize it. The reactants are: [C:1](=[O:4])([O-])[O-:2].[K+].[K+].[CH3:7][O:8][C:9]1[CH:14]=[CH:13][CH:12]=[CH:11][C:10]=1[N:15]1[CH2:20][CH2:19][CH:18]([CH2:21][NH2:22])[CH2:17][CH2:16]1.[C:23]([OH:30])(=[O:29])/[CH:24]=[CH:25]/[C:26]([OH:28])=[O:27]. (3) The reactants are: [Cl:1][C:2]1[CH:17]=[C:16]([CH:18]=O)[CH:15]=[CH:14][C:3]=1[O:4][C:5]1[CH:6]=[CH:7][C:8]([C:11]([NH2:13])=[O:12])=[N:9][CH:10]=1.[S:20]1[CH:24]=[CH:23][CH:22]=[C:21]1[CH2:25][CH2:26][NH2:27]. Given the product [Cl:1][C:2]1[CH:17]=[C:16]([CH2:18][NH:27][CH2:26][CH2:25][C:21]2[S:20][CH:24]=[CH:23][CH:22]=2)[CH:15]=[CH:14][C:3]=1[O:4][C:5]1[CH:6]=[CH:7][C:8]([C:11]([NH2:13])=[O:12])=[N:9][CH:10]=1, predict the reactants needed to synthesize it. (4) The reactants are: C(OC([N:8]1[CH2:12][C@@H:11]([CH2:13][N:14]([CH:31]([CH3:33])[CH3:32])[C:15](=[O:30])[C:16]2[CH:21]=[CH:20][C:19]([O:22][CH3:23])=[C:18]([O:24][CH2:25][CH2:26][CH2:27][O:28][CH3:29])[CH:17]=2)[C@H:10]([CH2:34][N:35]([CH:46]2[CH2:48][CH2:47]2)[C:36]([N:38]([CH3:45])[C:39]2[CH:44]=[CH:43][CH:42]=[CH:41][CH:40]=2)=[O:37])[CH2:9]1)=O)(C)(C)C. Given the product [CH:46]1([N:35]([CH2:34][C@@H:10]2[CH2:9][NH:8][CH2:12][C@H:11]2[CH2:13][N:14]([CH:31]([CH3:33])[CH3:32])[C:15](=[O:30])[C:16]2[CH:21]=[CH:20][C:19]([O:22][CH3:23])=[C:18]([O:24][CH2:25][CH2:26][CH2:27][O:28][CH3:29])[CH:17]=2)[C:36]([N:38]([CH3:45])[C:39]2[CH:40]=[CH:41][CH:42]=[CH:43][CH:44]=2)=[O:37])[CH2:48][CH2:47]1, predict the reactants needed to synthesize it. (5) Given the product [F:45][CH:2]([F:1])[O:3][C:4]1[CH:9]=[CH:8][CH:7]=[CH:6][C:5]=1[CH:10]([C:21]1[N:25]2[CH:26]=[C:27]([C:30]3[CH:31]=[N:32][C:33]([N:36]4[CH2:42][CH2:41][C:40](=[O:43])[NH:39][CH2:38][CH2:37]4)=[N:34][CH:35]=3)[CH:28]=[CH:29][C:24]2=[N:23][C:22]=1[CH3:44])[C:11]([OH:13])=[O:12], predict the reactants needed to synthesize it. The reactants are: [F:1][CH:2]([F:45])[O:3][C:4]1[CH:9]=[CH:8][CH:7]=[CH:6][C:5]=1[CH:10]([C:21]1[N:25]2[CH:26]=[C:27]([C:30]3[CH:31]=[N:32][C:33]([N:36]4[CH2:42][CH2:41][C:40](=[O:43])[NH:39][CH2:38][CH2:37]4)=[N:34][CH:35]=3)[CH:28]=[CH:29][C:24]2=[N:23][C:22]=1[CH3:44])[C:11]([O:13]CC1C=CC=CC=1)=[O:12].O.[OH-].[Li+].C(O)(=O)CC(CC(O)=O)(C(O)=O)O. (6) Given the product [CH3:7][O:8][CH2:9][O:10][C:11]1[CH:12]=[CH:13][C:14]2[C@@H:15]3[C@@H:23]([C@H:24]([CH2:35][CH2:36][CH2:37][CH2:38][O:39][CH2:40][CH2:41][O:42][CH2:43][CH2:44][O:45][CH2:46][CH2:47][O:48][CH2:49][C:50]4[CH:51]=[CH:52][CH:53]=[CH:54][CH:55]=4)[C:25](=[O:28])[C:26]=2[CH:27]=1)[C@H:22]1[C@@:18]([CH3:33])([C@@H:19]([O:29][CH2:30][O:31][CH3:32])[CH2:20][CH2:21]1)[CH2:17][CH2:16]3, predict the reactants needed to synthesize it. The reactants are: CC([O-])(C)C.[K+].[CH3:7][O:8][CH2:9][O:10][C:11]1[CH:12]=[CH:13][C:14]2[C@@H:15]3[C@@H:23]([CH2:24][C:25](=[O:28])[C:26]=2[CH:27]=1)[C@H:22]1[C@@:18]([CH3:33])([C@@H:19]([O:29][CH2:30][O:31][CH3:32])[CH2:20][CH2:21]1)[CH2:17][CH2:16]3.I[CH2:35][CH2:36][CH2:37][CH2:38][O:39][CH2:40][CH2:41][O:42][CH2:43][CH2:44][O:45][CH2:46][CH2:47][O:48][CH2:49][C:50]1[CH:55]=[CH:54][CH:53]=[CH:52][CH:51]=1.